Dataset: Peptide-MHC class II binding affinity with 134,281 pairs from IEDB. Task: Regression. Given a peptide amino acid sequence and an MHC pseudo amino acid sequence, predict their binding affinity value. This is MHC class II binding data. (1) The peptide sequence is KCIEWEKAQHGA. The MHC is DRB5_0101 with pseudo-sequence DRB5_0101. The binding affinity (normalized) is 0.834. (2) The peptide sequence is AASGADGTYDITKLG. The MHC is DRB1_1101 with pseudo-sequence DRB1_1101. The binding affinity (normalized) is 0.205. (3) The peptide sequence is EKKYFAATQFEPQAA. The binding affinity (normalized) is 0.659. The MHC is HLA-DPA10301-DPB10402 with pseudo-sequence HLA-DPA10301-DPB10402. (4) The peptide sequence is NYSLSAAVKAGATLL. The MHC is H-2-IAb with pseudo-sequence H-2-IAb. The binding affinity (normalized) is 0.466. (5) The MHC is HLA-DPA10301-DPB10402 with pseudo-sequence HLA-DPA10301-DPB10402. The binding affinity (normalized) is 0.329. The peptide sequence is FLTGPLNFTGPCKGD. (6) The peptide sequence is KRWIILGLNK. The MHC is DRB1_0101 with pseudo-sequence DRB1_0101. The binding affinity (normalized) is 0.0206. (7) The peptide sequence is SPEVIPMFSALSEGAT. The MHC is HLA-DQA10301-DQB10302 with pseudo-sequence HLA-DQA10301-DQB10302. The binding affinity (normalized) is 0.402. (8) The peptide sequence is SAIRAAPEAARSLAS. The MHC is HLA-DPA10103-DPB10401 with pseudo-sequence HLA-DPA10103-DPB10401. The binding affinity (normalized) is 0.126. (9) The peptide sequence is LVKFVAGDGDVVAVD. The MHC is DRB1_0101 with pseudo-sequence DRB1_0101. The binding affinity (normalized) is 0.417. (10) The MHC is DRB1_0301 with pseudo-sequence DRB1_0301. The binding affinity (normalized) is 0.546. The peptide sequence is YAAALVAMPTLAELA.